From a dataset of Forward reaction prediction with 1.9M reactions from USPTO patents (1976-2016). Predict the product of the given reaction. (1) Given the reactants [Cl:1]C1C=CC(C)=C(N2CCN([C:14]([C@@H]3[C@H](C4C=CC=C(C)C=4F)CCN([S:30](C(C)C)(=[O:32])=[O:31])C3)=[O:15])CC2)C=1.[Cl:37][C:38]1[CH:39]=[CH:40][C:41](C)=[C:42](N2CCN(C=O)CC2)[CH:43]=1.C(Cl)(Cl)[Cl:54], predict the reaction product. The product is: [ClH:1].[CH2:14]=[O:15].[Cl:37][C:38]1[CH:43]=[C:42]([S:30]([Cl:54])(=[O:32])=[O:31])[CH:41]=[CH:40][CH:39]=1. (2) The product is: [ClH:44].[ClH:44].[CH2:40]([C:18]1[N:17]=[N:16][C:15]([O:14][CH:11]2[CH2:12][CH2:13][NH:8][CH2:9][CH2:10]2)=[CH:20][C:19]=1[C:21]1[CH:26]=[CH:25][C:24]([O:27][CH:28]2[CH2:29][CH2:30][CH2:31][CH2:32][CH2:33]2)=[C:23]([C:34]2[N:35]=[N:36][N:37]([CH3:39])[N:38]=2)[CH:22]=1)[CH2:41][CH2:42][CH3:43]. Given the reactants C(OC([N:8]1[CH2:13][CH2:12][CH:11]([O:14][C:15]2[N:16]=[N:17][C:18]([CH2:40][CH2:41][CH2:42][CH3:43])=[C:19]([C:21]3[CH:26]=[CH:25][C:24]([O:27][CH:28]4[CH2:33][CH2:32][CH2:31][CH2:30][CH2:29]4)=[C:23]([C:34]4[N:35]=[N:36][N:37]([CH3:39])[N:38]=4)[CH:22]=3)[CH:20]=2)[CH2:10][CH2:9]1)=O)(C)(C)C.[ClH:44], predict the reaction product. (3) Given the reactants C[N+]1([O-])CC[O:5]CC1.[CH3:9][C:10]1[C:11](=[O:15])[O:12][CH2:13][CH:14]=1.S(S([O-])=O)([O-])=O.[Na+].[Na+].[O-][Si]([O-])=O.[Mg+2].[OH2:29], predict the reaction product. The product is: [OH:29][C:10]1([CH3:9])[CH:14]([OH:5])[CH2:13][O:12][C:11]1=[O:15]. (4) Given the reactants [CH3:1][C:2]1[CH:7]=[CH:6][C:5]([CH3:8])=[CH:4][C:3]=1[CH2:9][C:10]([N:12]1[CH2:17][CH2:16][CH:15]([C:18]2[O:19][CH2:20][CH:21]([C:23]([O:25][CH3:26])=[O:24])[N:22]=2)[CH2:14][CH2:13]1)=[O:11].N12CCCN=C1CCCCC2.BrC(Cl)(Cl)Cl, predict the reaction product. The product is: [CH3:1][C:2]1[CH:7]=[CH:6][C:5]([CH3:8])=[CH:4][C:3]=1[CH2:9][C:10]([N:12]1[CH2:17][CH2:16][CH:15]([C:18]2[O:19][CH:20]=[C:21]([C:23]([O:25][CH3:26])=[O:24])[N:22]=2)[CH2:14][CH2:13]1)=[O:11]. (5) Given the reactants [CH3:1][C:2]([N:9]1[C:17]2[C:12](=[CH:13][CH:14]=[CH:15][CH:16]=2)[CH:11]=[C:10]1[CH3:18])([CH3:8])[C:3](OCC)=[O:4].[H-].[Al+3].[Li+].[H-].[H-].[H-], predict the reaction product. The product is: [CH3:8][C:2]([N:9]1[C:17]2[C:12](=[CH:13][CH:14]=[CH:15][CH:16]=2)[CH:11]=[C:10]1[CH3:18])([CH3:1])[CH2:3][OH:4].